Dataset: Catalyst prediction with 721,799 reactions and 888 catalyst types from USPTO. Task: Predict which catalyst facilitates the given reaction. (1) Reactant: [Si]([O:8][CH:9]1[C:17]2[S:16][C:15]([C:18]3[CH:23]=[CH:22][C:21]([N:24]([CH3:27])[CH:25]=[O:26])=[CH:20][C:19]=3[CH:28]([OH:30])[CH3:29])=[N:14][C:13]=2[CH2:12][CH2:11][CH2:10]1)(C(C)(C)C)(C)C.C([O-])(O)=O.[Na+]. Product: [OH:30][CH:28]([C:19]1[CH:20]=[C:21]([NH:24][CH3:25])[CH:22]=[CH:23][C:18]=1[C:15]1[S:16][C:17]2[CH:9]([OH:8])[CH2:10][CH2:11][CH2:12][C:13]=2[N:14]=1)[CH3:29].[OH:30][CH:28]([C:19]1[CH:20]=[C:21]([N:24]([CH3:27])[CH:25]=[O:26])[CH:22]=[CH:23][C:18]=1[C:15]1[S:16][C:17]2[CH:9]([OH:8])[CH2:10][CH2:11][CH2:12][C:13]=2[N:14]=1)[CH3:29]. The catalyst class is: 144. (2) Reactant: [F:1][C:2]([F:22])([F:21])[C:3]([NH:5][CH2:6][C:7]1[C:8]([O:19][CH3:20])=[CH:9][C:10]([Cl:18])=[C:11]([CH:17]=1)[C:12]([N:14]=[C:15]=[O:16])=O)=[O:4].[F:23][C:24]([F:41])([F:40])[C:25]1[CH:30]=[CH:29][C:28]([NH:31][NH:32]C(OC(C)(C)C)=O)=[CH:27][CH:26]=1.FC(F)(F)C(O)=O. Product: [Cl:18][C:10]1[C:11]([C:12]2[NH:14][C:15](=[O:16])[N:31]([C:28]3[CH:29]=[CH:30][C:25]([C:24]([F:23])([F:41])[F:40])=[CH:26][CH:27]=3)[N:32]=2)=[CH:17][C:7]([CH2:6][NH:5][C:3](=[O:4])[C:2]([F:22])([F:21])[F:1])=[C:8]([O:19][CH3:20])[CH:9]=1. The catalyst class is: 2.